From a dataset of Reaction yield outcomes from USPTO patents with 853,638 reactions. Predict the reaction yield, written as a fraction of the theoretical maximum amount of product (1.0 means a 100% yield; for example, 0.34 means a 34% yield). (1) The reactants are [Si:1]([O:8][C@@H:9]1[C@H:13]([CH2:14][O:15][Si:16]([C:19]([CH3:22])([CH3:21])[CH3:20])([CH3:18])[CH3:17])[CH2:12][C@@H:11]([O:23][C:24]2[CH:29]=[C:28](Cl)[N:27]=[CH:26][N:25]=2)[CH2:10]1)([C:4]([CH3:7])([CH3:6])[CH3:5])([CH3:3])[CH3:2].C(=O)([O-])[O-].[Na+].[Na+]. The catalyst is CO.[Pd]. The product is [Si:1]([O:8][C@@H:9]1[C@H:13]([CH2:14][O:15][Si:16]([C:19]([CH3:20])([CH3:21])[CH3:22])([CH3:18])[CH3:17])[CH2:12][C@@H:11]([O:23][C:24]2[CH:29]=[CH:28][N:27]=[CH:26][N:25]=2)[CH2:10]1)([C:4]([CH3:5])([CH3:6])[CH3:7])([CH3:2])[CH3:3]. The yield is 0.700. (2) The reactants are [ClH:1].C(OC([N:9]1[CH2:14][CH2:13][N:12]([C:15]2[CH:16]=[N:17][C:18]([NH:21][C:22]3[N:23]=[CH:24][C:25]4[CH:31]=[C:30]([C:32](=[O:34])[CH3:33])[C:29](=[O:35])[N:28]([CH:36]5[CH2:40][CH2:39][CH2:38][CH2:37]5)[C:26]=4[N:27]=3)=[CH:19][CH:20]=2)[CH2:11][CH2:10]1)=O)(C)(C)C. The catalyst is CO.C(Cl)Cl. The product is [ClH:1].[C:32]([C:30]1[C:29](=[O:35])[N:28]([CH:36]2[CH2:40][CH2:39][CH2:38][CH2:37]2)[C:26]2[N:27]=[C:22]([NH:21][C:18]3[CH:19]=[CH:20][C:15]([N:12]4[CH2:11][CH2:10][NH:9][CH2:14][CH2:13]4)=[CH:16][N:17]=3)[N:23]=[CH:24][C:25]=2[CH:31]=1)(=[O:34])[CH3:33]. The yield is 0.760. (3) The reactants are F[C:2]1[CH:9]=[CH:8][C:5]([CH:6]=[O:7])=[CH:4][CH:3]=1.[CH3:10][CH:11]1[CH2:16][NH:15][CH2:14][CH2:13][NH:12]1.C([O-])([O-])=O.[K+].[K+]. The catalyst is CN(C=O)C.O. The product is [CH3:10][CH:11]1[NH:12][CH2:13][CH2:14][N:15]([C:2]2[CH:9]=[CH:8][C:5]([CH:6]=[O:7])=[CH:4][CH:3]=2)[CH2:16]1. The yield is 0.690. (4) The reactants are [C:1]([NH:5][C:6]1[CH:11]=[CH:10][C:9]([N+:12]([O-:14])=[O:13])=[CH:8][CH:7]=1)([CH3:4])([CH3:3])[CH3:2].[Br:15]Br. The catalyst is CC(O)=O. The product is [Br:15][C:11]1[CH:10]=[C:9]([N+:12]([O-:14])=[O:13])[CH:8]=[CH:7][C:6]=1[NH:5][C:1]([CH3:4])([CH3:2])[CH3:3]. The yield is 0.430. (5) The reactants are [Br:1][C:2]1[C:10]2[O:9][C:8]([C:11]3(O)[CH:16]4[CH2:17][CH2:18][N:13]([CH2:14][CH2:15]4)[CH2:12]3)=[CH:7][C:6]=2[CH:5]=[CH:4][CH:3]=1.C(O)=O. The catalyst is CO. The product is [Br:1][C:2]1[C:10]2[O:9][C:8]([C:11]3[CH:16]4[CH2:15][CH2:14][N:13]([CH2:18][CH2:17]4)[CH:12]=3)=[CH:7][C:6]=2[CH:5]=[CH:4][CH:3]=1. The yield is 0.990. (6) The reactants are [C:1]([O:5][C:6](=[O:15])[CH2:7]/[N:8]=[CH:9]/[CH2:10][C:11]([CH3:14])([CH3:13])[CH3:12])([CH3:4])([CH3:3])[CH3:2].[Br:16][C:17]1[CH:22]=[CH:21][C:20](/[C:23](=[CH:26]/[C:27]2[CH:32]=[CH:31][CH:30]=[C:29]([Cl:33])[C:28]=2[F:34])/[C:24]#[N:25])=[CH:19][CH:18]=1.C(N(CC)CC)C. The catalyst is ClCCl. The product is [C:1]([O:5][C:6]([CH:7]1[CH:26]([C:27]2[CH:32]=[CH:31][CH:30]=[C:29]([Cl:33])[C:28]=2[F:34])[C:23]([C:20]2[CH:19]=[CH:18][C:17]([Br:16])=[CH:22][CH:21]=2)([C:24]#[N:25])[CH:9]([CH2:10][C:11]([CH3:14])([CH3:13])[CH3:12])[NH:8]1)=[O:15])([CH3:4])([CH3:3])[CH3:2]. The yield is 0.560. (7) The reactants are [C:1]([C:3]1[CH:4]=[C:5]([S:20](Cl)(=[O:22])=[O:21])[CH:6]=[C:7]([F:19])[C:8]=1[O:9][C:10]1[CH:15]=[CH:14][C:13]([C:16]#[N:17])=[C:12](F)[CH:11]=1)#[N:2].[F:24][C:25]1[CH:26]=[CH:27][C:28]([NH2:31])=[N:29][CH:30]=1.N1C=CC=CC=1.C(Cl)[Cl:39]. The catalyst is O. The product is [Cl:39][C:12]1[CH:11]=[C:10]([CH:15]=[CH:14][C:13]=1[C:16]#[N:17])[O:9][C:8]1[C:7]([F:19])=[CH:6][C:5]([S:20]([NH:31][C:28]2[CH:27]=[CH:26][C:25]([F:24])=[CH:30][N:29]=2)(=[O:22])=[O:21])=[CH:4][C:3]=1[C:1]#[N:2]. The yield is 0.310.